This data is from Full USPTO retrosynthesis dataset with 1.9M reactions from patents (1976-2016). The task is: Predict the reactants needed to synthesize the given product. (1) Given the product [CH2:27]([O:26][C:25](=[O:34])[NH:24][C@@H:16]([CH2:17][C:18]1[CH:23]=[CH:22][CH:21]=[CH:20][CH:19]=1)[CH2:15][NH:14][C:11](=[O:13])[C@H:9]([NH:8][C:6]([O:5][C:1]([CH3:2])([CH3:3])[CH3:4])=[O:7])[CH3:10])[C:28]1[CH:29]=[CH:30][CH:31]=[CH:32][CH:33]=1, predict the reactants needed to synthesize it. The reactants are: [C:1]([O:5][C:6]([NH:8][C@@H:9]([C:11]([OH:13])=O)[CH3:10])=[O:7])([CH3:4])([CH3:3])[CH3:2].[NH2:14][CH2:15][C@@H:16]([NH:24][C:25](=[O:34])[O:26][CH2:27][C:28]1[CH:33]=[CH:32][CH:31]=[CH:30][CH:29]=1)[CH2:17][C:18]1[CH:23]=[CH:22][CH:21]=[CH:20][CH:19]=1.CN(C(ON1N=NC2C=CC=CC1=2)=[N+](C)C)C.F[P-](F)(F)(F)(F)F.C(N(CC)CC)C. (2) Given the product [C:1]1([C:19]2[CH:20]=[CH:21][CH:22]=[CH:23][CH:24]=2)[CH:2]=[CH:3][C:4]([C:7]([N:9]2[CH2:12][CH:11]([N:13]3[CH2:18][CH2:17][N:16]([C:60]([C:43]4[CH:44]=[CH:45][C:46]([F:51])=[CH:47][CH:48]=4)=[O:61])[CH2:15][CH2:14]3)[CH2:10]2)=[O:8])=[CH:5][CH:6]=1, predict the reactants needed to synthesize it. The reactants are: [C:1]1([C:19]2[CH:24]=[CH:23][CH:22]=[CH:21][CH:20]=2)[CH:6]=[CH:5][C:4]([C:7]([N:9]2[CH2:12][CH:11]([N:13]3[CH2:18][CH2:17][NH:16][CH2:15][CH2:14]3)[CH2:10]2)=[O:8])=[CH:3][CH:2]=1.CCN(C(C)C)C(C)C.CN(C(ON1N=N[C:44]2[CH:45]=[CH:46][CH:47]=[CH:48][C:43]1=2)=[N+](C)C)C.[F:51][P-](F)(F)(F)(F)F.CN(C)[CH:60]=[O:61].